Dataset: Catalyst prediction with 721,799 reactions and 888 catalyst types from USPTO. Task: Predict which catalyst facilitates the given reaction. (1) Reactant: [C:1]1(=[O:7])[O:6][C:4](=[O:5])[CH2:3][CH2:2]1.[CH3:8][C:9]1[C@@H:26]([O:27][C:28]([C@H:30]([OH:47])[C@@H:31]([NH:38][C:39]([C:41]2[CH:42]=[CH:43][CH:44]=[CH:45][CH:46]=2)=[O:40])[C:32]2[CH:33]=[CH:34][CH:35]=[CH:36][CH:37]=2)=[O:29])[CH2:25][C@:21]2([OH:48])[C:22]([CH3:24])([CH3:23])[C:10]=1[C@@H:11]([O:66][C:67]([CH3:69])=[O:68])[C:12]([C@@:14]1([CH3:65])[C@H:19]([C@@H:20]2[O:49][C:50]([C:52]2[CH:53]=[CH:54][CH:55]=[CH:56][CH:57]=2)=[O:51])[C@:18]2([O:60][C:61]([CH3:63])=[O:62])[CH2:58][O:59][C@@H:17]2[CH2:16][C@@H:15]1[OH:64])=[O:13]. Product: [CH3:8][C:9]1[C@@H:26]([O:27][C:28]([C@H:30]([OH:47])[C@@H:31]([NH:38][C:39]([C:41]2[CH:46]=[CH:45][CH:44]=[CH:43][CH:42]=2)=[O:40])[C:32]2[CH:33]=[CH:34][CH:35]=[CH:36][CH:37]=2)=[O:29])[CH2:25][C@:21]2([OH:48])[C:22]([CH3:23])([CH3:24])[C:10]=1[C@@H:11]([O:66][C:67]([CH3:69])=[O:68])[C:12]([C@@:14]1([CH3:65])[C@H:19]([C@@H:20]2[O:49][C:50]([C:52]2[CH:57]=[CH:56][CH:55]=[CH:54][CH:53]=2)=[O:51])[C@:18]2([O:60][C:61]([CH3:63])=[O:62])[CH2:58][O:59][C@@H:17]2[CH2:16][C@@H:15]1[OH:64])=[O:13].[C:1]([OH:6])(=[O:7])[CH2:2][CH2:3][C:4]([OH:13])=[O:5]. The catalyst class is: 341. (2) Reactant: [C:1]1([NH:7][S:8]([CH:11]=[CH2:12])(=[O:10])=[O:9])[CH:6]=[CH:5][CH:4]=[CH:3][CH:2]=1.CCN(C(C)C)C(C)C.[CH3:22][C:23]1[S:24][C:25]2[CH:31]=[CH:30][C:29]([O:32][CH2:33][C@H:34]([OH:42])[CH2:35][N:36]3[CH2:41][CH2:40][NH:39][CH2:38][CH2:37]3)=[CH:28][C:26]=2[N:27]=1. Product: [OH:42][C@@H:34]([CH2:33][O:32][C:29]1[CH:30]=[CH:31][C:25]2[S:24][C:23]([CH3:22])=[N:27][C:26]=2[CH:28]=1)[CH2:35][N:36]1[CH2:37][CH2:38][N:39]([CH2:12][CH2:11][S:8]([NH:7][C:1]2[CH:2]=[CH:3][CH:4]=[CH:5][CH:6]=2)(=[O:10])=[O:9])[CH2:40][CH2:41]1. The catalyst class is: 14. (3) The catalyst class is: 2. Reactant: C(OC(=O)[NH:7][C@@H:8]1[C:16]2[C:11](=[CH:12][CH:13]=[CH:14][CH:15]=2)[CH2:10][C@H:9]1[NH:17][C:18]([C:20]1[NH:24][C:23]2[S:25][C:26]([Cl:28])=[CH:27][C:22]=2[CH:21]=1)=[O:19])(C)(C)C.C(O)(C(F)(F)F)=O. Product: [NH2:7][C@@H:8]1[C:16]2[C:11](=[CH:12][CH:13]=[CH:14][CH:15]=2)[CH2:10][C@H:9]1[NH:17][C:18]([C:20]1[NH:24][C:23]2[S:25][C:26]([Cl:28])=[CH:27][C:22]=2[CH:21]=1)=[O:19]. (4) Reactant: [NH:1]1[CH2:5][CH2:4][CH2:3][CH2:2]1.[Br:6][CH:7]([CH3:11])[C:8](Cl)=[O:9].[Cl-].[NH4+]. Product: [Br:6][CH:7]([CH3:11])[C:8]([N:1]1[CH2:5][CH2:4][CH2:3][CH2:2]1)=[O:9]. The catalyst class is: 4.